Dataset: Reaction yield outcomes from USPTO patents with 853,638 reactions. Task: Predict the reaction yield, written as a fraction of the theoretical maximum amount of product (1.0 means a 100% yield; for example, 0.34 means a 34% yield). (1) The reactants are [C:1]([O:5][C:6]([C:8]1[CH:9]=[C:10]([C:14]2[C:19]([CH3:20])=[CH:18][CH:17]=[CH:16][N+:15]=2[O-])[CH:11]=[CH:12][CH:13]=1)=[O:7])([CH3:4])([CH3:3])[CH3:2].[N:22]1C=CC=CC=1.CS(OS(C)(=O)=O)(=O)=O.C(CN)O. The catalyst is C(#N)C.O. The product is [C:1]([O:5][C:6](=[O:7])[C:8]1[CH:13]=[CH:12][CH:11]=[C:10]([C:14]2[C:19]([CH3:20])=[CH:18][CH:17]=[C:16]([NH2:22])[N:15]=2)[CH:9]=1)([CH3:4])([CH3:3])[CH3:2]. The yield is 0.530. (2) The reactants are [F:1][C:2]([F:20])([F:19])[C:3]1([C:6]([N:8]2[CH2:13][CH2:12][CH:11]([C:14](OCC)=[O:15])[CH2:10][CH2:9]2)=O)[CH2:5][CH2:4]1.[H-].[H-].[H-].[H-].[Li+].[Al+3]. The catalyst is C1COCC1. The product is [F:19][C:2]([F:1])([F:20])[C:3]1([CH2:6][N:8]2[CH2:9][CH2:10][CH:11]([CH2:14][OH:15])[CH2:12][CH2:13]2)[CH2:4][CH2:5]1. The yield is 0.870. (3) No catalyst specified. The yield is 0.540. The reactants are Br[C:2]1[CH:7]=[CH:6][C:5]2[C:8]3[CH2:13][CH2:12][N:11]([C:14]([O:16][C:17]([CH3:20])([CH3:19])[CH3:18])=[O:15])[CH2:10][C:9]=3[S:21][C:4]=2[CH:3]=1.[CH3:22][C:23]1[N:28]=[CH:27][C:26]([CH2:29][O:30][C:31]2[CH:36]=[CH:35][NH:34][C:33](=[O:37])[CH:32]=2)=[CH:25][CH:24]=1. The product is [CH3:22][C:23]1[N:28]=[CH:27][C:26]([CH2:29][O:30][C:31]2[CH:36]=[CH:35][N:34]([C:2]3[CH:7]=[CH:6][C:5]4[C:8]5[CH2:13][CH2:12][N:11]([C:14]([O:16][C:17]([CH3:20])([CH3:19])[CH3:18])=[O:15])[CH2:10][C:9]=5[S:21][C:4]=4[CH:3]=3)[C:33](=[O:37])[CH:32]=2)=[CH:25][CH:24]=1. (4) The reactants are Br[C:2]1[CH:3]=[C:4]([C:8]([O:10][CH3:11])=[O:9])[O:5][C:6]=1[Cl:7].F[B-](F)(F)F.C([PH+](C(C)(C)C)C(C)(C)C)(C)(C)C.[Cl-].[Cl:31][C:32]1[CH:33]=[C:34]([CH:37]=[CH:38][CH:39]=1)[CH2:35][Zn+].[NH4+].[Cl-]. The catalyst is C1COCC1.C1C=CC(/C=C/C(/C=C/C2C=CC=CC=2)=O)=CC=1.C1C=CC(/C=C/C(/C=C/C2C=CC=CC=2)=O)=CC=1.C1C=CC(/C=C/C(/C=C/C2C=CC=CC=2)=O)=CC=1.[Pd].[Pd]. The product is [Cl:7][C:6]1[O:5][C:4]([C:8]([O:10][CH3:11])=[O:9])=[CH:3][C:2]=1[CH2:35][C:34]1[CH:37]=[CH:38][CH:39]=[C:32]([Cl:31])[CH:33]=1. The yield is 0.440. (5) The reactants are [C:1]([O:5][C:6]([N:8]1[CH2:13][CH2:12][CH:11]([C:14]2[NH:18][C:17]3[CH:19]=[CH:20][CH:21]=[CH:22][C:16]=3[N:15]=2)[CH2:10][CH2:9]1)=[O:7])([CH3:4])([CH3:3])[CH3:2].[OH-].[K+].CS(O[CH:30]([O:32][CH2:33][CH3:34])[CH3:31])(=O)=O. The catalyst is C1(C)C=CC=CC=1. The product is [C:1]([O:5][C:6]([N:8]1[CH2:13][CH2:12][CH:11]([C:14]2[N:15]([CH2:31][CH2:30][O:32][CH2:33][CH3:34])[C:16]3[CH:22]=[CH:21][CH:20]=[CH:19][C:17]=3[N:18]=2)[CH2:10][CH2:9]1)=[O:7])([CH3:4])([CH3:2])[CH3:3]. The yield is 0.910. (6) The reactants are [OH:1][CH2:2][C@H:3]([NH:8][C:9](=[O:18])[C:10]1[CH:15]=[CH:14][C:13]([CH3:16])=[C:12]([CH3:17])[CH:11]=1)[CH2:4][CH:5]([CH3:7])[CH3:6].[OH-].[Na+].I[CH3:22]. The catalyst is CN(C=O)C. The product is [CH3:22][O:1][CH2:2][C@H:3]([NH:8][C:9](=[O:18])[C:10]1[CH:15]=[CH:14][C:13]([CH3:16])=[C:12]([CH3:17])[CH:11]=1)[CH2:4][CH:5]([CH3:7])[CH3:6]. The yield is 0.730. (7) The reactants are [CH3:13][C:12]([O:11][C:9](O[C:9]([O:11][C:12]([CH3:15])([CH3:14])[CH3:13])=[O:10])=[O:10])([CH3:15])[CH3:14].[Br:16][C:17]1[CH:22]=[CH:21][C:20]([C@@H:23]2[CH2:25][C@H:24]2[NH2:26])=[CH:19][CH:18]=1.CCN(CC)CC. The catalyst is C1COCC1. The product is [Br:16][C:17]1[CH:18]=[CH:19][C:20]([C@@H:23]2[CH2:25][C@H:24]2[NH:26][C:9](=[O:10])[O:11][C:12]([CH3:13])([CH3:14])[CH3:15])=[CH:21][CH:22]=1. The yield is 0.850. (8) The product is [F:1][C:2]1[CH:3]=[C:4]([N:8]2[C:12]3=[N:13][CH:14]=[CH:15][CH:16]=[C:11]3[CH:10]=[C:9]2[C:17](=[O:18])[CH3:23])[CH:5]=[CH:6][CH:7]=1. The yield is 0.810. The catalyst is O1CCCC1. The reactants are [F:1][C:2]1[CH:3]=[C:4]([N:8]2[C:12]3=[N:13][CH:14]=[CH:15][CH:16]=[C:11]3[CH:10]=[C:9]2[C:17](N(OC)C)=[O:18])[CH:5]=[CH:6][CH:7]=1.[CH3:23][Mg]Br.CCOCC. (9) The reactants are [CH2:1]([C:3]1[C:7]([CH3:8])=[C:6]([NH:9][C:10](=[O:17])OCC(Cl)(Cl)Cl)[O:5][N:4]=1)[CH3:2].Cl.Cl.[F:20][C:21]1[C:26]([F:27])=[CH:25][CH:24]=[CH:23][C:22]=1[C:28]1[N:33]=[C:32]([N:34]2[CH2:39][CH2:38][NH:37][CH2:36][CH2:35]2)[CH:31]=[CH:30][N:29]=1.C(N(CC)CC)C. The catalyst is O. The product is [F:20][C:21]1[C:26]([F:27])=[CH:25][CH:24]=[CH:23][C:22]=1[C:28]1[N:33]=[C:32]([N:34]2[CH2:39][CH2:38][N:37]([C:10]([NH:9][C:6]3[O:5][N:4]=[C:3]([CH2:1][CH3:2])[C:7]=3[CH3:8])=[O:17])[CH2:36][CH2:35]2)[CH:31]=[CH:30][N:29]=1. The yield is 0.540. (10) The reactants are [C:1]([O:5][C:6](=[O:8])[NH2:7])([CH3:4])([CH3:3])[CH3:2].[H-].[Na+].CI.[CH3:13]N(C=O)C. The catalyst is O1CCCC1. The product is [C:1]([O:5][C:6](=[O:8])[NH:7][CH3:13])([CH3:4])([CH3:3])[CH3:2]. The yield is 1.00.